Dataset: Reaction yield outcomes from USPTO patents with 853,638 reactions. Task: Predict the reaction yield, written as a fraction of the theoretical maximum amount of product (1.0 means a 100% yield; for example, 0.34 means a 34% yield). (1) The yield is 0.460. The catalyst is C(#N)C.[Cu]I.C1(C=CC=CC=1)[P](C1C=CC=CC=1)(C1C=CC=CC=1)[Pd][P](C1C=CC=CC=1)(C1C=CC=CC=1)C1C=CC=CC=1. The product is [CH:1]([C:3]1[CH:8]=[C:7]([C:13]#[C:14][CH2:15][CH2:16][CH2:17][CH2:18][CH2:19][CH2:20][CH2:21][CH2:22][CH2:23][CH3:24])[CH:6]=[C:5]([CH:10]=[O:11])[C:4]=1[OH:12])=[O:2]. The reactants are [CH:1]([C:3]1[CH:8]=[C:7](Br)[CH:6]=[C:5]([CH:10]=[O:11])[C:4]=1[OH:12])=[O:2].[CH:13]#[C:14][CH2:15][CH2:16][CH2:17][CH2:18][CH2:19][CH2:20][CH2:21][CH2:22][CH2:23][CH3:24]. (2) The reactants are [Cl:1][C:2](=[CH2:10])[C:3]([CH3:9])([CH3:8])[C:4]([O:6]C)=[O:5].[OH-].[Na+]. The catalyst is O. The product is [Cl:1][C:2](=[CH2:10])[C:3]([CH3:9])([CH3:8])[C:4]([OH:6])=[O:5]. The yield is 0.440. (3) The reactants are [N:1]([C:4]1[CH:9]=[CH:8][C:7]([B:10]2[O:14][C:13]([CH3:16])([CH3:15])[C:12]([CH3:18])([CH3:17])[O:11]2)=[CH:6][CH:5]=1)=[C:2]=[O:3].[CH3:19][NH2:20].C1COCC1. The catalyst is C1COCC1. The product is [CH3:19][NH:20][C:2]([NH:1][C:4]1[CH:9]=[CH:8][C:7]([B:10]2[O:14][C:13]([CH3:16])([CH3:15])[C:12]([CH3:18])([CH3:17])[O:11]2)=[CH:6][CH:5]=1)=[O:3]. The yield is 0.900. (4) The reactants are [NH2:1][C:2]1[CH:7]=[N:6][C:5](Br)=[CH:4][N:3]=1.[S:9]1[CH:13]=[CH:12][C:11](B(O)O)=[CH:10]1.C(=O)([O-])[O-].[Na+].[Na+]. The catalyst is COCCOC.C(O)C.C(OCC)(=O)C.Cl[Pd](Cl)([P](C1C=CC=CC=1)(C1C=CC=CC=1)C1C=CC=CC=1)[P](C1C=CC=CC=1)(C1C=CC=CC=1)C1C=CC=CC=1. The product is [S:9]1[CH:13]=[CH:12][C:11]([C:5]2[N:6]=[CH:7][C:2]([NH2:1])=[N:3][CH:4]=2)=[CH:10]1. The yield is 0.690. (5) The reactants are S(=O)(=O)(O)O.[N:6]1[CH:7]=[N:8][N:9]2[CH:14]=[C:13]([C:15]3[CH:16]=[C:17]([CH:31]=[CH:32][CH:33]=3)[CH2:18][NH:19][CH2:20][CH:21]([C:23]3[CH:28]=[CH:27][C:26]([Cl:29])=[C:25]([Cl:30])[CH:24]=3)O)[CH:12]=[CH:11][C:10]=12.[NH4+].[OH-].CS(O)(=O)=O. The catalyst is C(Cl)Cl.CCOC(C)=O. The product is [N:6]1[CH:7]=[N:8][N:9]2[CH:14]=[C:13]([C:15]3[CH:16]=[C:17]4[C:31]([CH:21]([C:23]5[CH:28]=[CH:27][C:26]([Cl:29])=[C:25]([Cl:30])[CH:24]=5)[CH2:20][NH:19][CH2:18]4)=[CH:32][CH:33]=3)[CH:12]=[CH:11][C:10]=12.[N:6]1[CH:7]=[N:8][N:9]2[CH:14]=[C:13]([C:15]3[CH:16]=[C:17]4[C:31]([CH:21]([C:23]5[CH:28]=[CH:27][C:26]([Cl:29])=[C:25]([Cl:30])[CH:24]=5)[CH2:20][NH:19][CH2:18]4)=[CH:32][CH:33]=3)[CH:12]=[CH:11][C:10]=12. The yield is 0.540. (6) The reactants are CCN(C(C)C)C(C)C.[C:10]1([NH:16][C:17]2[CH:25]=[CH:24][C:20]([C:21]([OH:23])=O)=[CH:19][CH:18]=2)[CH:15]=[CH:14][CH:13]=[CH:12][CH:11]=1.CCN=C=NCCCN(C)C.C1C=CC2N(O)N=NC=2C=1.[NH2:47][CH2:48][C:49]([N:51]1[CH2:56][CH2:55][N:54]([C:57](=[O:66])[C:58]2[CH:63]=[CH:62][C:61]([Cl:64])=[CH:60][C:59]=2[Cl:65])[CH2:53][CH2:52]1)=[O:50].C(O)(C(F)(F)F)=O. The catalyst is CN(C=O)C.O. The product is [Cl:65][C:59]1[CH:60]=[C:61]([Cl:64])[CH:62]=[CH:63][C:58]=1[C:57]([N:54]1[CH2:53][CH2:52][N:51]([C:49](=[O:50])[CH2:48][NH:47][C:21](=[O:23])[C:20]2[CH:19]=[CH:18][C:17]([NH:16][C:10]3[CH:11]=[CH:12][CH:13]=[CH:14][CH:15]=3)=[CH:25][CH:24]=2)[CH2:56][CH2:55]1)=[O:66]. The yield is 0.530. (7) The reactants are [ClH:1].C(O[C:7]([N:9](C)[CH2:10][CH2:11][C@H:12]1[CH2:17][CH2:16][C@H:15]([CH2:18][CH2:19][CH2:20][O:21][S:22]([CH3:25])(=[O:24])=[O:23])[CH2:14][CH2:13]1)=O)(C)(C)C. The catalyst is O1CCOCC1.CCOCC. The product is [ClH:1].[CH3:7][NH:9][CH2:10][CH2:11][C@H:12]1[CH2:17][CH2:16][C@H:15]([CH2:18][CH2:19][CH2:20][O:21][S:22]([CH3:25])(=[O:24])=[O:23])[CH2:14][CH2:13]1. The yield is 0.924.